Dataset: Reaction yield outcomes from USPTO patents with 853,638 reactions. Task: Predict the reaction yield, written as a fraction of the theoretical maximum amount of product (1.0 means a 100% yield; for example, 0.34 means a 34% yield). (1) The reactants are [N+:1]([C:4]1[CH:5]=[C:6]([NH:10][C:11]2[CH:16]=[CH:15][N:14]=[CH:13][CH:12]=2)[CH:7]=[CH:8][CH:9]=1)([O-])=O. The catalyst is CO.[Pd]. The product is [N:14]1[CH:13]=[CH:12][C:11]([NH:10][C:6]2[CH:7]=[CH:8][CH:9]=[C:4]([NH2:1])[CH:5]=2)=[CH:16][CH:15]=1. The yield is 0.830. (2) The reactants are CN(C)C=O.[CH3:6][C:7]1[C:15]([CH3:16])=[C:14]([O:17][CH3:18])[CH:13]=[C:12]2[C:8]=1[CH:9]=[C:10]([C:19]([OH:21])=[O:20])[NH:11]2.N12CCCN=C1CCCCC2.[CH2:33](Br)[C:34]1[CH:39]=[CH:38][CH:37]=[CH:36][CH:35]=1. The product is [CH3:6][C:7]1[C:15]([CH3:16])=[C:14]([O:17][CH3:18])[CH:13]=[C:12]2[C:8]=1[CH:9]=[C:10]([C:19]([O:21][CH2:33][C:34]1[CH:39]=[CH:38][CH:37]=[CH:36][CH:35]=1)=[O:20])[NH:11]2. The yield is 0.900. The catalyst is O. (3) The reactants are F[C:2]1[CH:18]=[CH:17][C:5]([C:6]([C:8]2[CH:13]=[CH:12][C:11]([N+:14]([O-:16])=[O:15])=[CH:10][CH:9]=2)=[O:7])=[CH:4][CH:3]=1.[NH:19]1[CH2:24][CH2:23][O:22][CH2:21][CH2:20]1.C(=O)([O-])[O-].[K+].[K+]. The catalyst is CS(C)=O.O. The product is [O:22]1[CH2:23][CH2:24][N:19]([C:2]2[CH:18]=[CH:17][C:5]([C:6]([C:8]3[CH:13]=[CH:12][C:11]([N+:14]([O-:16])=[O:15])=[CH:10][CH:9]=3)=[O:7])=[CH:4][CH:3]=2)[CH2:20][CH2:21]1. The yield is 0.910. (4) The reactants are [Cl-].[Al+3].[Cl-].[Cl-].[Cl:5][CH2:6][CH2:7][CH2:8][C:9](Cl)=[O:10].[C:12]1([CH:18]([CH3:20])[CH3:19])[CH:17]=[CH:16][CH:15]=[CH:14][CH:13]=1. The catalyst is C(Cl)Cl. The product is [Cl:5][CH2:6][CH2:7][CH2:8][C:9]([C:15]1[CH:16]=[CH:17][C:12]([CH:18]([CH3:20])[CH3:19])=[CH:13][CH:14]=1)=[O:10]. The yield is 0.860.